Dataset: Forward reaction prediction with 1.9M reactions from USPTO patents (1976-2016). Task: Predict the product of the given reaction. (1) The product is: [C:34]([NH:33][C@@H:10]1[C@@H:9]([O:8][CH2:1][C:2]2[CH:3]=[CH:4][CH:5]=[CH:6][CH:7]=2)[C@H:22]([OH:23])[C@@H:21]([CH2:24][O:25][CH2:26][C:27]2[CH:28]=[CH:29][CH:30]=[CH:31][CH:32]=2)[O:20][C@H:11]1[O:12][CH2:13][C:14]1[CH:15]=[CH:16][CH:17]=[CH:18][CH:19]=1)(=[O:43])[CH3:35]. Given the reactants [CH2:1]([O:8][C@H:9]1[C@H:22]([OH:23])[C@@H:21]([CH2:24][O:25][CH2:26][C:27]2[CH:32]=[CH:31][CH:30]=[CH:29][CH:28]=2)[O:20][C@@H:11]([O:12][CH2:13][C:14]2[CH:19]=[CH:18][CH:17]=[CH:16][CH:15]=2)[C@@H:10]1[N:33]1C(=O)C2=CC=CC=[C:35]2[C:34]1=[O:43])[C:2]1[CH:7]=[CH:6][CH:5]=[CH:4][CH:3]=1.C(N)CN.C1(C)C=CC=CC=1.CCOC(C)=O, predict the reaction product. (2) The product is: [CH2:16]([O:23][CH2:24][CH:25]([OH:26])[CH2:27][O:1][C:2]1[CH:3]=[C:4]([CH:7]=[CH:8][CH:9]=1)[CH:5]=[O:6])[C:17]1[CH:22]=[CH:21][CH:20]=[CH:19][CH:18]=1. Given the reactants [OH:1][C:2]1[CH:3]=[C:4]([CH:7]=[CH:8][CH:9]=1)[CH:5]=[O:6].C([O-])([O-])=O.[K+].[K+].[CH2:16]([O:23][CH2:24][CH:25]1[CH2:27][O:26]1)[C:17]1[CH:22]=[CH:21][CH:20]=[CH:19][CH:18]=1, predict the reaction product. (3) Given the reactants [NH2:1][CH2:2][C:3]1[C:4]([F:20])=[C:5]([O:10][C:11]2[CH:12]=[C:13]([CH:16]=[C:17]([Cl:19])[CH:18]=2)[C:14]#[N:15])[C:6]([Cl:9])=[CH:7][CH:8]=1.CCN(C(C)C)C(C)C.[CH3:30][S:31]([C:34]1[CH:42]=[CH:41][C:37]([C:38](O)=[O:39])=[CH:36][CH:35]=1)(=[O:33])=[O:32].CN(C(ON1N=NC2C=CC=NC1=2)=[N+](C)C)C.F[P-](F)(F)(F)(F)F, predict the reaction product. The product is: [Cl:9][C:6]1[CH:7]=[CH:8][C:3]([CH2:2][NH:1][C:38](=[O:39])[C:37]2[CH:36]=[CH:35][C:34]([S:31]([CH3:30])(=[O:33])=[O:32])=[CH:42][CH:41]=2)=[C:4]([F:20])[C:5]=1[O:10][C:11]1[CH:12]=[C:13]([C:14]#[N:15])[CH:16]=[C:17]([Cl:19])[CH:18]=1. (4) The product is: [CH3:11][S:8]([NH:7][CH2:6][C:5]1[CH:12]=[CH:13][C:2]([CH:15]([CH3:21])[C:16]([O:18][CH2:19][CH3:20])=[O:17])=[CH:3][CH:4]=1)(=[O:10])=[O:9]. Given the reactants Br[C:2]1[CH:13]=[CH:12][C:5]([CH2:6][NH:7][S:8]([CH3:11])(=[O:10])=[O:9])=[CH:4][CH:3]=1.Cl[CH:15]([CH3:21])[C:16]([O:18][CH2:19][CH3:20])=[O:17].Cl, predict the reaction product. (5) The product is: [I:1][C:2]1[CH:3]=[CH:4][C:5]([NH:8][C:9]([NH:19][CH2:18][C:17]2[CH:20]=[CH:21][CH:22]=[CH:23][C:16]=2[O:15][CH3:14])=[NH:11])=[N:6][CH:7]=1. Given the reactants [I:1][C:2]1[CH:3]=[CH:4][C:5]([NH:8][C:9]([NH2:11])=S)=[N:6][CH:7]=1.CI.[CH3:14][O:15][C:16]1[CH:23]=[CH:22][CH:21]=[CH:20][C:17]=1[CH2:18][NH2:19], predict the reaction product. (6) Given the reactants C(OC(=O)COC1C=CC(Cl)=CC=1C#CC1C=CC=C(S(CCC)(=O)=O)C=1)(C)(C)C.[C:31]([O:35][C:36](=[O:48])[CH2:37][O:38][C:39]1[CH:44]=[CH:43][C:42]([Cl:45])=[CH:41][C:40]=1[C:46]#[CH:47])([CH3:34])([CH3:33])[CH3:32].Br[C:50]1[CH:51]=[C:52]([S:57]([NH:60][CH2:61][CH2:62][O:63][CH3:64])(=[O:59])=[O:58])[CH:53]=[CH:54][C:55]=1[CH3:56], predict the reaction product. The product is: [C:31]([O:35][C:36](=[O:48])[CH2:37][O:38][C:39]1[CH:44]=[CH:43][C:42]([Cl:45])=[CH:41][C:40]=1[C:46]#[C:47][C:50]1[CH:51]=[C:52]([S:57]([NH:60][CH2:61][CH2:62][O:63][CH3:64])(=[O:59])=[O:58])[CH:53]=[CH:54][C:55]=1[CH3:56])([CH3:34])([CH3:33])[CH3:32]. (7) The product is: [C:1]([O:5][C:6]([NH:8][C@@H:9]([CH2:13][CH:14]1[CH2:15][CH2:16]1)[C:10]([O:12][CH3:17])=[O:11])=[O:7])([CH3:4])([CH3:2])[CH3:3]. Given the reactants [C:1]([O:5][C:6]([NH:8][C@@H:9]([CH2:13][CH:14]1[CH2:16][CH2:15]1)[C:10]([OH:12])=[O:11])=[O:7])([CH3:4])([CH3:3])[CH3:2].[C:17]([O-])([O-])=O.[K+].[K+].CI, predict the reaction product. (8) Given the reactants [NH:1]1[CH2:6][CH:5]=[C:4]([C:7]2[CH:19]=[CH:18][C:10]([CH2:11][C@@H:12]([C:14]([O:16][CH3:17])=[O:15])[NH2:13])=[CH:9][CH:8]=2)[CH2:3][CH2:2]1.C(N(C(C)C)CC)(C)C.[F:29][C:30]1[CH:38]=[CH:37][C:33]([C:34](Cl)=[O:35])=[CH:32][CH:31]=1, predict the reaction product. The product is: [CH3:17][O:16][C:14](=[O:15])[C@H:12]([CH2:11][C:10]1[CH:18]=[CH:19][C:7]([C:4]2[CH2:5][CH2:6][N:1]([C:34](=[O:35])[C:33]3[CH:37]=[CH:38][C:30]([F:29])=[CH:31][CH:32]=3)[CH2:2][CH:3]=2)=[CH:8][CH:9]=1)[NH2:13]. (9) Given the reactants COC1C=CC2C3C4C=CN=CC=4C(=O)C=3C(=O)NC=2C=1.[CH3:22][O:23][C:24]1[CH:25]=[CH:26][C:27]2[C:39]3[C:38]4[CH:37]=[N:36][CH:35]=[CH:34][C:33]=4[C:32](=[O:40])[C:31]=3[C:30](=O)[NH:29][C:28]=2[CH:42]=1.P(Cl)(Cl)([Cl:45])=O, predict the reaction product. The product is: [Cl:45][C:30]1[C:31]2[C:32](=[O:40])[C:33]3[CH:34]=[CH:35][N:36]=[CH:37][C:38]=3[C:39]=2[C:27]2[CH:26]=[CH:25][C:24]([O:23][CH3:22])=[CH:42][C:28]=2[N:29]=1. (10) Given the reactants Br[CH2:2][C:3]([C:5]1[CH:10]=[CH:9][C:8]([NH:11][S:12]([C:15]2[S:19][C:18]3[CH:20]=[CH:21][C:22]([F:24])=[CH:23][C:17]=3[C:16]=2[CH3:25])(=[O:14])=[O:13])=[C:7]([S:26]([CH3:29])(=[O:28])=[O:27])[CH:6]=1)=O.O1CCOCC1.C(=O)([O-])O.[Na+].[C:41]([NH2:44])(=[S:43])[CH3:42], predict the reaction product. The product is: [F:24][C:22]1[CH:21]=[CH:20][C:18]2[S:19][C:15]([S:12]([NH:11][C:8]3[CH:9]=[CH:10][C:5]([C:3]4[N:44]=[C:41]([CH3:42])[S:43][CH:2]=4)=[CH:6][C:7]=3[S:26]([CH3:29])(=[O:28])=[O:27])(=[O:13])=[O:14])=[C:16]([CH3:25])[C:17]=2[CH:23]=1.